This data is from Full USPTO retrosynthesis dataset with 1.9M reactions from patents (1976-2016). The task is: Predict the reactants needed to synthesize the given product. The reactants are: [N:1]1([S:6]([C:9]2[CH:14]=[CH:13][C:12]([NH2:15])=[CH:11][CH:10]=2)(=[O:8])=[O:7])[CH2:5][CH2:4][CH2:3][CH2:2]1.CCN(C(C)C)C(C)C.[Cl:25][C:26](Cl)([O:28]C(=O)OC(Cl)(Cl)Cl)Cl.C(=O)(OC)N.[N-]=C=O. Given the product [N:1]1([S:6]([C:9]2[CH:14]=[CH:13][C:12]([NH:15][C:26]([Cl:25])=[O:28])=[CH:11][CH:10]=2)(=[O:8])=[O:7])[CH2:2][CH2:3][CH2:4][CH2:5]1, predict the reactants needed to synthesize it.